This data is from Full USPTO retrosynthesis dataset with 1.9M reactions from patents (1976-2016). The task is: Predict the reactants needed to synthesize the given product. Given the product [N:33]1([C:28]2[N:27]=[C:26]([CH2:25][NH:24][C:23]([CH:19]3[CH2:20][CH2:21][CH2:22][NH:18]3)=[O:38])[CH:31]=[C:30]([CH3:32])[N:29]=2)[CH:37]=[CH:36][N:35]=[CH:34]1, predict the reactants needed to synthesize it. The reactants are: C1C2C(COC([N:18]3[CH2:22][CH2:21][CH2:20][CH:19]3[C:23](=[O:38])[NH:24][CH2:25][C:26]3[CH:31]=[C:30]([CH3:32])[N:29]=[C:28]([N:33]4[CH:37]=[CH:36][N:35]=[CH:34]4)[N:27]=3)=O)C3C(=CC=CC=3)C=2C=CC=1.N1CCCCC1.